From a dataset of Peptide-MHC class II binding affinity with 134,281 pairs from IEDB. Regression. Given a peptide amino acid sequence and an MHC pseudo amino acid sequence, predict their binding affinity value. This is MHC class II binding data. (1) The peptide sequence is SGVAWLVVDPTTLFW. The MHC is DRB1_1201 with pseudo-sequence DRB1_1201. The binding affinity (normalized) is 0.409. (2) The peptide sequence is RSLWIIFSKNLNIKL. The MHC is DRB3_0101 with pseudo-sequence DRB3_0101. The binding affinity (normalized) is 0. (3) The peptide sequence is MSIHGKGEWMTTEDM. The MHC is HLA-DQA10501-DQB10402 with pseudo-sequence HLA-DQA10501-DQB10402. The binding affinity (normalized) is 0.264. (4) The peptide sequence is LDEVYNAAYNAADHA. The MHC is DRB1_1001 with pseudo-sequence DRB1_1001. The binding affinity (normalized) is 0.472. (5) The peptide sequence is QEMIKYMTLVSAAER. The MHC is DRB1_1201 with pseudo-sequence DRB1_1201. The binding affinity (normalized) is 0.454.